This data is from Full USPTO retrosynthesis dataset with 1.9M reactions from patents (1976-2016). The task is: Predict the reactants needed to synthesize the given product. Given the product [CH3:6][NH2:7].[CH3:18][NH:19][C:30]([CH:32]1[CH2:36][C:35](=[O:37])[N:34]([C:38]2[CH:43]=[CH:42][C:41]([O:44][CH2:45][C:46]3[CH:51]=[CH:50][CH:49]=[C:48]([C:52]#[N:53])[CH:47]=3)=[CH:40][CH:39]=2)[CH2:33]1)=[O:31], predict the reactants needed to synthesize it. The reactants are: COC(C1CC(=O)[N:7](C2C=CC(O)=CC=2)[CH2:6]1)=O.[C:18](C1C=C(C=CC=1)CBr)#[N:19].CO[C:30]([CH:32]1[CH2:36][C:35](=[O:37])[N:34]([C:38]2[CH:43]=[CH:42][C:41]([O:44][CH2:45][C:46]3[CH:51]=[CH:50][CH:49]=[C:48]([C:52]#[N:53])[CH:47]=3)=[CH:40][CH:39]=2)[CH2:33]1)=[O:31].